This data is from Peptide-MHC class I binding affinity with 185,985 pairs from IEDB/IMGT. The task is: Regression. Given a peptide amino acid sequence and an MHC pseudo amino acid sequence, predict their binding affinity value. This is MHC class I binding data. (1) The peptide sequence is FPGKTVWFVP. The MHC is HLA-B35:01 with pseudo-sequence YYATYRNIFTNTYESNLYIRYDSYTWAVLAYLWY. The binding affinity (normalized) is 0.485. (2) The peptide sequence is GIMTIDLDPV. The MHC is HLA-A02:01 with pseudo-sequence HLA-A02:01. The binding affinity (normalized) is 0.772. (3) The peptide sequence is PDIGELFGL. The binding affinity (normalized) is 0.0754. The MHC is HLA-B40:02 with pseudo-sequence HLA-B40:02. (4) The peptide sequence is YICFQIGGY. The MHC is HLA-B46:01 with pseudo-sequence HLA-B46:01. The binding affinity (normalized) is 0.0847. (5) The peptide sequence is KFKRKLMYV. The MHC is HLA-A02:19 with pseudo-sequence HLA-A02:19. The binding affinity (normalized) is 0.0847. (6) The peptide sequence is DILASIIDY. The MHC is HLA-A69:01 with pseudo-sequence HLA-A69:01. The binding affinity (normalized) is 0.0847. (7) The peptide sequence is LPATLAFHL. The MHC is HLA-B51:01 with pseudo-sequence HLA-B51:01. The binding affinity (normalized) is 0.355. (8) The peptide sequence is SYDVIVEPPS. The MHC is H-2-Kd with pseudo-sequence H-2-Kd. The binding affinity (normalized) is 0.457.